This data is from Forward reaction prediction with 1.9M reactions from USPTO patents (1976-2016). The task is: Predict the product of the given reaction. (1) Given the reactants [I-].[Cl:2][C:3]1[CH:8]=[C:7]([F:9])[CH:6]=[CH:5][C:4]=1[Zn+].[F:11][C:12]([F:31])([F:30])S(O[C:17]1[CH2:18][CH2:19][N:20](C(OC(C)(C)C)=O)[CH2:21][CH:22]=1)(=O)=O.[C:32](=O)([OH:34])[O-:33].[Na+], predict the reaction product. The product is: [F:31][C:12]([F:11])([F:30])[C:32]([OH:34])=[O:33].[Cl:2][C:3]1[CH:8]=[C:7]([F:9])[CH:6]=[CH:5][C:4]=1[CH:17]1[CH2:22][CH2:21][NH:20][CH2:19][CH2:18]1. (2) Given the reactants [NH:1]1[CH2:6][CH2:5][CH:4]([NH:7][C:8](=[O:14])[O:9][C:10]([CH3:13])([CH3:12])[CH3:11])[CH2:3][CH2:2]1.CCN(CC)CC.[CH3:22][C:23](OC(C)=O)=[O:24], predict the reaction product. The product is: [C:10]([O:9][C:8](=[O:14])[NH:7][CH:4]1[CH2:3][CH2:2][N:1]([C:23](=[O:24])[CH3:22])[CH2:6][CH2:5]1)([CH3:11])([CH3:13])[CH3:12]. (3) Given the reactants [CH3:1][O:2][C:3]1[CH:4]=[C:5]2[C:10](=[CH:11][C:12]=1[O:13][CH3:14])[N:9]=[CH:8][CH:7]=[C:6]2[O:15][C:16]1[CH:22]=[CH:21][C:19]([NH2:20])=[C:18]([CH3:23])[C:17]=1[CH3:24].C1(C)C=CC=CC=1.C(N(CC)CC)C.Cl[C:40](Cl)([O:42]C(=O)OC(Cl)(Cl)Cl)Cl.[CH3:51][O:52][C:53]1[CH:54]=[C:55]([CH:59]=[CH:60][CH:61]=1)[CH:56]([OH:58])[CH3:57], predict the reaction product. The product is: [CH3:1][O:2][C:3]1[CH:4]=[C:5]2[C:10](=[CH:11][C:12]=1[O:13][CH3:14])[N:9]=[CH:8][CH:7]=[C:6]2[O:15][C:16]1[CH:22]=[CH:21][C:19]([NH:20][C:40](=[O:42])[O:58][CH:56]([C:55]2[CH:59]=[CH:60][CH:61]=[C:53]([O:52][CH3:51])[CH:54]=2)[CH3:57])=[C:18]([CH3:23])[C:17]=1[CH3:24]. (4) Given the reactants [OH:1][C:2]([CH3:7])([CH3:6])[C:3]([OH:5])=[O:4].Br[CH:9]([CH3:13])[C:10](Cl)=[O:11].C(N(CC)CC)C, predict the reaction product. The product is: [CH3:13][CH:9]1[O:4][C:3](=[O:5])[C:2]([CH3:7])([CH3:6])[O:1][C:10]1=[O:11]. (5) Given the reactants [CH2:1]([C:4]1([C:16]2[CH:21]=[CH:20][C:19]([Br:22])=[CH:18][CH:17]=2)[C:12]2[C:7](=[CH:8][CH:9]=[CH:10][CH:11]=2)[C:6]2=[N:13][CH:14]=[CH:15][N:5]12)[CH:2]=[CH2:3].[OH2:23].C[N+]1([O-])CC[O:28]CC1, predict the reaction product. The product is: [Br:22][C:19]1[CH:18]=[CH:17][C:16]([C:4]2([CH2:1][CH:2]([OH:28])[CH2:3][OH:23])[C:12]3[C:7](=[CH:8][CH:9]=[CH:10][CH:11]=3)[C:6]3=[N:13][CH:14]=[CH:15][N:5]23)=[CH:21][CH:20]=1. (6) Given the reactants [NH2:1][C:2]1[CH:3]=[C:4]([C:12]([O:14][CH3:15])=[O:13])[CH:5]=[C:6]([CH:11]=1)[C:7]([O:9][CH3:10])=[O:8].[CH2:16]([CH:26]([CH2:30][CH2:31][CH2:32][CH2:33][CH2:34][CH2:35][CH2:36][CH2:37][CH2:38][CH2:39][CH2:40][CH3:41])[C:27](Cl)=[O:28])[CH2:17][CH2:18][CH2:19][CH2:20][CH2:21][CH2:22][CH2:23][CH2:24][CH3:25].O, predict the reaction product. The product is: [CH2:16]([CH:26]([CH2:30][CH2:31][CH2:32][CH2:33][CH2:34][CH2:35][CH2:36][CH2:37][CH2:38][CH2:39][CH2:40][CH3:41])[C:27]([NH:1][C:2]1[CH:11]=[C:6]([C:7]([O:9][CH3:10])=[O:8])[CH:5]=[C:4]([CH:3]=1)[C:12]([O:14][CH3:15])=[O:13])=[O:28])[CH2:17][CH2:18][CH2:19][CH2:20][CH2:21][CH2:22][CH2:23][CH2:24][CH3:25]. (7) Given the reactants Br[CH:2]([CH:14]([CH3:16])[CH3:15])[CH2:3][N-:4][C:5]1[CH:10]=[C:9]([CH3:11])[CH:8]=[C:7]([Cl:12])[C:6]=1[OH:13].C(=O)([O-])[O-:18].[K+].[K+].Cl.O, predict the reaction product. The product is: [Cl:12][C:7]1[C:6]2[O:13][CH:2]([CH:14]([CH3:16])[CH3:15])[C:3](=[O:18])[NH:4][C:5]=2[CH:10]=[C:9]([CH3:11])[CH:8]=1.